This data is from Full USPTO retrosynthesis dataset with 1.9M reactions from patents (1976-2016). The task is: Predict the reactants needed to synthesize the given product. (1) Given the product [O:2]=[C:3]1[NH:8][CH:7]=[C:6]([C:9]2[CH:31]=[CH:30][C:12]([C:13]([N:15]3[CH2:19][CH2:18][CH2:17][CH:16]3[CH2:20][CH2:21][C:22]3[CH:23]=[C:24]([CH:27]=[CH:28][CH:29]=3)[C:25]#[N:26])=[O:14])=[CH:11][CH:10]=2)[CH:5]=[CH:4]1, predict the reactants needed to synthesize it. The reactants are: C[O:2][C:3]1[N:8]=[CH:7][C:6]([C:9]2[CH:31]=[CH:30][C:12]([C:13]([N:15]3[CH2:19][CH2:18][CH2:17][CH:16]3[CH2:20][CH2:21][C:22]3[CH:23]=[C:24]([CH:27]=[CH:28][CH:29]=3)[C:25]#[N:26])=[O:14])=[CH:11][CH:10]=2)=[CH:5][CH:4]=1.Cl.N1C=CC=CC=1. (2) Given the product [CH3:43][C:44]1[CH:60]=[CH:59][CH:58]=[CH:57][C:45]=1[CH2:46][NH:47][C:48]([C@@H:50]1[C:54]([CH3:56])([CH3:55])[S:53][CH2:52][N:51]1[C:28](=[O:29])[C@@H:27]([OH:31])[C@@H:26]([NH:25][C:23](=[O:24])[C:22]1[CH:39]=[CH:40][CH:41]=[C:20]([OH:19])[C:21]=1[CH3:42])[CH2:32][C:33]1[CH:34]=[CH:35][CH:36]=[CH:37][CH:38]=1)=[O:49], predict the reactants needed to synthesize it. The reactants are: C1(N=C=NC2CCCCC2)CCCCC1.C([O:19][C:20]1[C:21]([CH3:42])=[C:22]([CH:39]=[CH:40][CH:41]=1)[C:23]([NH:25][C@@H:26]([CH2:32][C:33]1[CH:38]=[CH:37][CH:36]=[CH:35][CH:34]=1)[C@H:27]([OH:31])[C:28](O)=[O:29])=[O:24])(=O)C.[CH3:43][C:44]1[CH:60]=[CH:59][CH:58]=[CH:57][C:45]=1[CH2:46][NH:47][C:48]([C@@H:50]1[C:54]([CH3:56])([CH3:55])[S:53][CH2:52][NH:51]1)=[O:49].C1C=CC2N(O)N=NC=2C=1.O. (3) Given the product [CH2:1]([CH:8]1[CH2:12][O:11][C:10](=[O:13])[N:9]1[C:14](=[O:40])[CH:15]([C:16]1[CH:17]=[C:18]([C:30]2[CH:31]=[CH:32][C:33]([C:36]([F:38])([F:39])[F:37])=[CH:34][CH:35]=2)[CH:19]=[C:20]([O:22][CH2:23][C:24]2[CH:29]=[CH:28][CH:27]=[CH:26][CH:25]=2)[CH:21]=1)[CH2:44][C:43]([CH3:45])=[CH2:42])[C:2]1[CH:3]=[CH:4][CH:5]=[CH:6][CH:7]=1, predict the reactants needed to synthesize it. The reactants are: [CH2:1]([CH:8]1[CH2:12][O:11][C:10](=[O:13])[N:9]1[C:14](=[O:40])[CH2:15][C:16]1[CH:17]=[C:18]([C:30]2[CH:35]=[CH:34][C:33]([C:36]([F:39])([F:38])[F:37])=[CH:32][CH:31]=2)[CH:19]=[C:20]([O:22][CH2:23][C:24]2[CH:29]=[CH:28][CH:27]=[CH:26][CH:25]=2)[CH:21]=1)[C:2]1[CH:7]=[CH:6][CH:5]=[CH:4][CH:3]=1.Br[CH2:42][C:43]([CH3:45])=[CH2:44]. (4) Given the product [CH3:32][C:2]1[CH:11]=[C:10]([C:12]([F:13])([F:14])[F:15])[CH:9]=[C:8]2[C:3]=1[N:4]=[C:5]([N:19]1[CH2:24][CH2:23][N:22]([C:25]([O:27][C:28]([CH3:29])([CH3:31])[CH3:30])=[O:26])[CH2:21][CH2:20]1)[C:6]1[N:7]2[CH:16]=[N:17][N:18]=1, predict the reactants needed to synthesize it. The reactants are: Br[C:2]1[CH:11]=[C:10]([C:12]([F:15])([F:14])[F:13])[CH:9]=[C:8]2[C:3]=1[N:4]=[C:5]([N:19]1[CH2:24][CH2:23][N:22]([C:25]([O:27][C:28]([CH3:31])([CH3:30])[CH3:29])=[O:26])[CH2:21][CH2:20]1)[C:6]1[N:7]2[CH:16]=[N:17][N:18]=1.[CH3:32]B1OB(C)OB(C)O1.C([O-])([O-])=O.[K+].[K+]. (5) Given the product [C:1]([O:5][C:6]([N:8]1[C:16]2[CH:15]=[C:14]([NH:20][C:21]3[CH:26]=[CH:25][CH:24]=[CH:23][CH:22]=3)[N:13]=[CH:12][C:11]=2[C:10]([CH3:19])([CH3:18])[CH2:9]1)=[O:7])([CH3:4])([CH3:3])[CH3:2], predict the reactants needed to synthesize it. The reactants are: [C:1]([O:5][C:6]([N:8]1[C:16]2[CH:15]=[C:14](Cl)[N:13]=[CH:12][C:11]=2[C:10]([CH3:19])([CH3:18])[CH2:9]1)=[O:7])([CH3:4])([CH3:3])[CH3:2].[NH2:20][C:21]1[CH:26]=[CH:25][CH:24]=[CH:23][CH:22]=1.CC([O-])(C)C.[Na+]. (6) Given the product [CH3:35][O:34][C:16]1[CH:17]=[C:18]([N:21]2[CH2:22][CH2:23][N:24]([C:27]([O:29][C:30]([CH3:33])([CH3:32])[CH3:31])=[O:28])[CH2:25][CH2:26]2)[CH:19]=[CH:20][C:15]=1[NH:14][C:11]([C:8]1[C:7]2[C:2](=[O:1])[NH:3][CH2:4][CH2:5][C:6]=2[O:10][CH:9]=1)=[O:13], predict the reactants needed to synthesize it. The reactants are: [O:1]=[C:2]1[C:7]2[C:8]([C:11]([OH:13])=O)=[CH:9][O:10][C:6]=2[CH2:5][CH2:4][NH:3]1.[NH2:14][C:15]1[CH:20]=[CH:19][C:18]([N:21]2[CH2:26][CH2:25][N:24]([C:27]([O:29][C:30]([CH3:33])([CH3:32])[CH3:31])=[O:28])[CH2:23][CH2:22]2)=[CH:17][C:16]=1[O:34][CH3:35].F[P-](F)(F)(F)(F)F.N1(OC(N(C)C)=[N+](C)C)C2N=CC=CC=2N=N1.C(N(C(C)C)CC)(C)C.